Predict the reactants needed to synthesize the given product. From a dataset of Retrosynthesis with 50K atom-mapped reactions and 10 reaction types from USPTO. (1) Given the product Cc1ccnc(-c2csc(Nc3ncccn3)n2)c1, predict the reactants needed to synthesize it. The reactants are: Cc1ccnc(C(=O)CBr)c1.NC(=S)Nc1ncccn1. (2) Given the product CCCCOC(=O)c1ncc2ccc(OC3CCCCC3)cc2c1O, predict the reactants needed to synthesize it. The reactants are: CCCCOC(=O)c1nc(Br)c2ccc(OC3CCCCC3)cc2c1O.